This data is from Catalyst prediction with 721,799 reactions and 888 catalyst types from USPTO. The task is: Predict which catalyst facilitates the given reaction. Reactant: [F-].C([N+](CCCC)(CCCC)CCCC)CCC.[Si]([O:26][CH:27]1[CH2:32][CH2:31][C:30]([CH3:38])([C:33]([O:35][CH2:36][CH3:37])=[O:34])[CH2:29][CH2:28]1)(C(C)(C)C)(C)C. Product: [OH:26][CH:27]1[CH2:28][CH2:29][C:30]([CH3:38])([C:33]([O:35][CH2:36][CH3:37])=[O:34])[CH2:31][CH2:32]1. The catalyst class is: 7.